Dataset: Full USPTO retrosynthesis dataset with 1.9M reactions from patents (1976-2016). Task: Predict the reactants needed to synthesize the given product. (1) Given the product [CH3:1][C:2]1[NH:3][CH:4]=[C:5]([CH3:12])[C:6]=1[CH2:7][CH2:8][C:9]([N:25]1[CH2:30][CH2:29][O:28][CH2:27][CH2:26]1)=[O:11], predict the reactants needed to synthesize it. The reactants are: [CH3:1][C:2]1[NH:3][CH:4]=[C:5]([CH3:12])[C:6]=1[CH2:7][CH2:8][C:9]([OH:11])=O.C(N1C=CN=C1)(N1C=CN=C1)=O.[NH:25]1[CH2:30][CH2:29][O:28][CH2:27][CH2:26]1.C(N(CC)C(C)C)(C)C. (2) Given the product [C:1]([O:5][C:6]([N:8]1[CH2:9][CH2:10][N:11]([C:14]2[C:15]([O:25][C:26]([F:28])([F:29])[F:27])=[CH:16][C:17]([C:20]([O:22][CH2:23][CH3:24])=[O:21])=[CH:18][C:19]=2[Cl:60])[CH2:12][CH2:13]1)=[O:7])([CH3:2])([CH3:3])[CH3:4], predict the reactants needed to synthesize it. The reactants are: [C:1]([O:5][C:6]([N:8]1[CH2:13][CH2:12][N:11]([C:14]2[CH:19]=[CH:18][C:17]([C:20]([O:22][CH2:23][CH3:24])=[O:21])=[CH:16][C:15]=2[O:25][C:26]([F:29])([F:28])[F:27])[CH2:10][CH2:9]1)=[O:7])([CH3:4])([CH3:3])[CH3:2].C(OC(N1CCN(CC2C(C(F)(F)F)=CC(C(OCC)=O)=C(N)C=2[Cl:60])CC1)=O)(C)(C)C. (3) Given the product [CH2:31]([O:30][C:24]1[CH:25]=[C:26]([C:27](=[O:29])[NH:71][C:72]2[NH:73][CH:74]=[CH:75][N:76]=2)[C:20]2[NH:19][C:18]([NH:17][C:15]([C:7]3[N:8]=[CH:9][C:10]4[C:5]([CH:6]=3)=[CH:4][C:3]([O:2][CH3:1])=[C:12]([O:13][CH3:14])[CH:11]=4)=[O:16])=[N:22][C:21]=2[CH:23]=1)[CH3:32], predict the reactants needed to synthesize it. The reactants are: [CH3:1][O:2][C:3]1[CH:4]=[C:5]2[C:10](=[CH:11][C:12]=1[O:13][CH3:14])[CH:9]=[N:8][C:7]([C:15]([NH:17][C:18]1[NH:22][C:21]3[CH:23]=[C:24]([O:30][CH2:31][CH3:32])[CH:25]=[C:26]([C:27]([OH:29])=O)[C:20]=3[N:19]=1)=[O:16])=[CH:6]2.CN(C(ON1N=NC2C=CC=CC1=2)=[N+](C)C)C.F[P-](F)(F)(F)(F)F.CCN(C(C)C)C(C)C.S(O)(O)(=O)=O.[NH2:71][C:72]1[NH:73][CH:74]=[CH:75][N:76]=1. (4) Given the product [NH2:76][C:47]1[O:48][C:39]([CH2:35][C:33]([NH:32][C@@H:30]([CH3:31])[C:29]([NH:28][C@@H:10]([CH2:9][C:6]2[CH:7]=[CH:8][C:3]([O:2][CH3:1])=[CH:4][CH:5]=2)[C:11]([NH:13][C@@H:14]([CH2:21][C:22]2[CH2:24][CH2:25][CH2:26][CH:27]=2)[C:15]([C@@:17]2([CH3:20])[CH2:19][O:18]2)=[O:16])=[O:12])=[O:40])=[O:34])=[CH:38][N:49]=1, predict the reactants needed to synthesize it. The reactants are: [CH3:1][O:2][C:3]1[CH:8]=[CH:7][C:6]([CH2:9][C@H:10]([NH:28][C:29](=[O:40])[C@H:30]([NH:32][C:33]([C:35]2[CH2:39][CH2:38]CC=2)=[O:34])[CH3:31])[C:11]([NH:13][C@@H:14]([CH2:21][C:22]2[CH:27]=[CH:26][CH:25]=[CH:24]C=2)[C:15]([C@@:17]2([CH3:20])[CH2:19][O:18]2)=[O:16])=[O:12])=[CH:5][CH:4]=1.N[C@H](C)C(N[C@@H](CC1C=CC(OC)=CC=1)[C:47]([NH:49][C@@H](CC1C=CC=CC=1)C([C@@]1(C)CO1)=O)=[O:48])=O.CC[NH+:76](CC(N(C(COC1C=CC(C)=CC=1C)C)C)=O)CC.[Cl-]. (5) Given the product [F:18][C:16]([F:19])([F:17])[C:8]1[CH:7]=[C:6]([C:3]2[N:4]=[CH:5][N:1](/[CH:27]=[CH:26]\[C:25]([N:23]3[CH2:24][C:21]([F:30])([F:20])[CH2:22]3)=[O:29])[N:2]=2)[CH:11]=[C:10]([C:12]([F:13])([F:14])[F:15])[N:9]=1, predict the reactants needed to synthesize it. The reactants are: [NH:1]1[CH:5]=[N:4][C:3]([C:6]2[CH:11]=[C:10]([C:12]([F:15])([F:14])[F:13])[N:9]=[C:8]([C:16]([F:19])([F:18])[F:17])[CH:7]=2)=[N:2]1.[F:20][C:21]1([F:30])[CH2:24][N:23]([C:25](=[O:29])/[CH:26]=[CH:27]\I)[CH2:22]1.C1N2CCN(CC2)C1.CO.ClCCl.